Dataset: Catalyst prediction with 721,799 reactions and 888 catalyst types from USPTO. Task: Predict which catalyst facilitates the given reaction. (1) Reactant: [CH:1]1([C:6]([O:8][CH3:9])=[O:7])[CH2:5][CH2:4][CH2:3][CH2:2]1.[Li+].C[Si]([N-][Si](C)(C)C)(C)C.Br[CH2:21][CH2:22][CH2:23][CH2:24][CH:25]([CH3:27])[CH3:26].O. Product: [CH3:26][CH:25]([CH3:27])[CH2:24][CH2:23][CH2:22][CH2:21][C:1]1([C:6]([O:8][CH3:9])=[O:7])[CH2:5][CH2:4][CH2:3][CH2:2]1. The catalyst class is: 1. (2) Reactant: Br[CH2:2][C:3]([C:5]1[O:6][C:7]2[CH:13]=[C:12]([F:14])[CH:11]=[C:10]([O:15][CH2:16][C:17]3[N:18]=[C:19]([C:22]4[CH:27]=[CH:26][CH:25]=[CH:24][CH:23]=4)[S:20][CH:21]=3)[C:8]=2[CH:9]=1)=O.[Br:28][C:29]1[S:33][C:32]([NH2:34])=[N:31][N:30]=1.ClCCl.C([O-])(O)=O.[Na+]. Product: [Br:28][C:29]1[S:33][C:32]2=[N:34][C:3]([C:5]3[O:6][C:7]4[CH:13]=[C:12]([F:14])[CH:11]=[C:10]([O:15][CH2:16][C:17]5[N:18]=[C:19]([C:22]6[CH:27]=[CH:26][CH:25]=[CH:24][CH:23]=6)[S:20][CH:21]=5)[C:8]=4[CH:9]=3)=[CH:2][N:31]2[N:30]=1. The catalyst class is: 41.